From a dataset of Forward reaction prediction with 1.9M reactions from USPTO patents (1976-2016). Predict the product of the given reaction. (1) Given the reactants [CH3:1][C:2]1([C:9]([OH:11])=[O:10])[CH2:7][CH2:6][CH2:5][CH2:4][C:3]1=[O:8].[CH3:12][N:13]([C:17]1[CH:22]=[CH:21][CH:20]=[CH:19][N:18]=1)[CH2:14][CH2:15]O.C(N(C(C)C)C(C)C)C, predict the reaction product. The product is: [CH3:1][C:2]1([C:9]([O:11][CH2:15][CH2:14][N:13]([CH3:12])[C:17]2[CH:22]=[CH:21][CH:20]=[CH:19][N:18]=2)=[O:10])[CH2:7][CH2:6][CH2:5][CH2:4][C:3]1=[O:8]. (2) Given the reactants Cl[C:2]1[C:11]([C:12]([OH:14])=[O:13])=[CH:10][C:9]2[C:4](=[CH:5][C:6]([O:15][CH3:16])=[CH:7][CH:8]=2)[N:3]=1.[C:17]([O:21][C:22](=[O:28])[NH:23][CH2:24][CH2:25][CH2:26][NH2:27])([CH3:20])([CH3:19])[CH3:18].C(=O)([O-])[O-].[K+].[K+], predict the reaction product. The product is: [C:17]([O:21][C:22]([NH:23][CH2:24][CH2:25][CH2:26][NH:27][C:2]1[C:11]([C:12]([OH:14])=[O:13])=[CH:10][C:9]2[C:4](=[CH:5][C:6]([O:15][CH3:16])=[CH:7][CH:8]=2)[N:3]=1)=[O:28])([CH3:20])([CH3:19])[CH3:18].